This data is from Forward reaction prediction with 1.9M reactions from USPTO patents (1976-2016). The task is: Predict the product of the given reaction. (1) Given the reactants [CH2:1]([C:3]1[CH:4]=[C:5]([C:11]2[CH:12]=[C:13]3[C:17](=[CH:18][CH:19]=2)[C:16](=[O:20])[CH:15]([CH2:21][C:22](O)=[O:23])[CH2:14]3)[CH:6]=[CH:7][C:8]=1[O:9][CH3:10])[CH3:2].CCN=C=[N:29][CH2:30][CH2:31][CH2:32][N:33]([CH3:35])C.[CH3:36][CH2:37]N(CC)CC.NCC1C=CC=CN=1, predict the reaction product. The product is: [CH2:1]([C:3]1[CH:4]=[C:5]([C:11]2[CH:12]=[C:13]3[C:17](=[CH:18][CH:19]=2)[C:16](=[O:20])[CH:15]([CH2:21][C:22]([NH:29][CH2:30][C:31]2[CH:32]=[N:33][CH:35]=[CH:36][CH:37]=2)=[O:23])[CH2:14]3)[CH:6]=[CH:7][C:8]=1[O:9][CH3:10])[CH3:2]. (2) Given the reactants [F:1][C:2]1[CH:3]=[CH:4][C:5]([O:19][CH3:20])=[C:6]([C:8]([CH3:18])([CH3:17])[CH2:9][C:10]2([C:13]([F:16])([F:15])[F:14])[CH2:12][O:11]2)[CH:7]=1.[NH:21]1[C:29]2[C:24](=[CH:25][CH:26]=[CH:27][CH:28]=2)[C:23](=[O:30])[NH:22]1.C[Si]([N-][Si](C)(C)C)(C)C.[Na+], predict the reaction product. The product is: [F:1][C:2]1[CH:3]=[CH:4][C:5]([O:19][CH3:20])=[C:6]([C:8]([CH3:18])([CH3:17])[CH2:9][C:10]([OH:11])([C:13]([F:16])([F:15])[F:14])[CH2:12][N:21]2[C:29]3[C:24](=[CH:25][CH:26]=[CH:27][CH:28]=3)[C:23](=[O:30])[NH:22]2)[CH:7]=1.